Task: Predict the product of the given reaction.. Dataset: Forward reaction prediction with 1.9M reactions from USPTO patents (1976-2016) (1) Given the reactants [F:1][C:2]1[CH:23]=[CH:22][CH:21]=[C:20]([F:24])[C:3]=1[CH2:4][O:5][C:6]1[N:11]2[N:12]=[C:13]([CH3:18])[C:14]([C:15](O)=[O:16])=[C:10]2[CH:9]=[C:8]([CH3:19])[CH:7]=1.CN(C(ON1N=NC2C=CC=NC1=2)=[N+](C)C)C.F[P-](F)(F)(F)(F)F.C(N(CC)C(C)C)(C)C.Cl.[F:59][C:60]([F:69])([F:68])[CH:61]1[CH2:66][CH:65]([NH2:67])[CH2:64][CH2:63][NH:62]1, predict the reaction product. The product is: [F:24][C:20]1[CH:21]=[CH:22][CH:23]=[C:2]([F:1])[C:3]=1[CH2:4][O:5][C:6]1[N:11]2[N:12]=[C:13]([CH3:18])[C:14]([C:15]([NH:67][CH:65]3[CH2:64][CH2:63][NH:62][CH:61]([C:60]([F:69])([F:59])[F:68])[CH2:66]3)=[O:16])=[C:10]2[CH:9]=[C:8]([CH3:19])[CH:7]=1. (2) Given the reactants [CH2:1]([C:3]1(O)[C:11]2[C:6](=[CH:7][C:8]([F:12])=[CH:9][CH:10]=2)[CH2:5][CH2:4]1)[CH3:2].[NH:14]1[C:22]2[C:17](=[CH:18][CH:19]=[CH:20][C:21]=2[NH:23][S:24]([CH3:27])(=[O:26])=[O:25])[CH:16]=[CH:15]1.FC(F)(F)C(O)=O, predict the reaction product. The product is: [CH2:1]([C:3]1([C:16]2[C:17]3[C:22](=[C:21]([NH:23][S:24]([CH3:27])(=[O:25])=[O:26])[CH:20]=[CH:19][CH:18]=3)[NH:14][CH:15]=2)[C:11]2[C:6](=[CH:7][C:8]([F:12])=[CH:9][CH:10]=2)[CH2:5][CH2:4]1)[CH3:2]. (3) Given the reactants Cl[C:2]1[C:11]2[C:6](=[CH:7][C:8]([O:14][CH2:15][CH2:16][CH2:17][N:18]3[CH2:23][CH2:22][O:21][CH2:20][CH2:19]3)=[C:9]([O:12][CH3:13])[CH:10]=2)[N:5]=[CH:4][N:3]=1.[F:24][C:25]1[CH:33]=[C:32]2[C:28]([CH:29]=[CH:30][NH:31]2)=[CH:27][C:26]=1[OH:34].C(=O)([O-])[O-].[K+].[K+].O, predict the reaction product. The product is: [F:24][C:25]1[CH:33]=[C:32]2[C:28]([CH:29]=[CH:30][NH:31]2)=[CH:27][C:26]=1[O:34][C:2]1[C:11]2[C:6](=[CH:7][C:8]([O:14][CH2:15][CH2:16][CH2:17][N:18]3[CH2:23][CH2:22][O:21][CH2:20][CH2:19]3)=[C:9]([O:12][CH3:13])[CH:10]=2)[N:5]=[CH:4][N:3]=1.